From a dataset of Catalyst prediction with 721,799 reactions and 888 catalyst types from USPTO. Predict which catalyst facilitates the given reaction. (1) Reactant: [Cl:1][C:2]1[CH:23]=[CH:22][C:5]([C:6]([C:8]2[C:9]([CH3:21])=[N:10][S:11][C:12]=2[NH:13]C(=O)OC(C)(C)C)=[O:7])=[CH:4][CH:3]=1. Product: [NH2:13][C:12]1[S:11][N:10]=[C:9]([CH3:21])[C:8]=1[C:6]([C:5]1[CH:22]=[CH:23][C:2]([Cl:1])=[CH:3][CH:4]=1)=[O:7]. The catalyst class is: 67. (2) Reactant: [C:1](=O)([O-])[O-].[K+].[K+].CB1OB(C)OB(C)O1.O1CCOCC1.Br[C:23]1[CH:24]=[CH:25][C:26]([Cl:47])=[C:27]([C:29]2[C:38]3[C:33](=[CH:34][CH:35]=[CH:36][CH:37]=3)[C:32]([C@@H:39]([CH3:42])[CH2:40][CH3:41])=[C:31]([C:43]([NH:45][CH3:46])=[O:44])[N:30]=2)[CH:28]=1. Product: [Cl:47][C:26]1[CH:25]=[CH:24][C:23]([CH3:1])=[CH:28][C:27]=1[C:29]1[C:38]2[C:33](=[CH:34][CH:35]=[CH:36][CH:37]=2)[C:32]([C@@H:39]([CH3:42])[CH2:40][CH3:41])=[C:31]([C:43]([NH:45][CH3:46])=[O:44])[N:30]=1. The catalyst class is: 103. (3) Reactant: [CH2:1]([O:8][C:9]([N:11]1[CH2:15][CH2:14][CH2:13][C@H:12]1[C:16]([OH:18])=O)=[O:10])[C:2]1[CH:7]=[CH:6][CH:5]=[CH:4][CH:3]=1.C(Cl)(=O)C([Cl:22])=O. Product: [CH2:1]([O:8][C:9]([N:11]1[CH2:15][CH2:14][CH2:13][C@H:12]1[C:16]([Cl:22])=[O:18])=[O:10])[C:2]1[CH:7]=[CH:6][CH:5]=[CH:4][CH:3]=1. The catalyst class is: 120. (4) Reactant: [C:1]1([CH2:7][NH:8][CH:9]2[CH2:14][CH2:13][CH2:12][NH:11][CH2:10]2)[CH:6]=[CH:5][CH:4]=[CH:3][CH:2]=1.[O:15]=[C:16](Cl)OC(Cl)(Cl)Cl. Product: [C:1]1([CH2:7][N:8]2[C:16](=[O:15])[N:11]3[CH2:10][CH:9]2[CH2:14][CH2:13][CH2:12]3)[CH:2]=[CH:3][CH:4]=[CH:5][CH:6]=1. The catalyst class is: 11. (5) Reactant: [Cl:1][C:2]1[CH:3]=[CH:4][C:5]([O:10][CH2:11][C:12]2[CH:17]=[CH:16][C:15]([Cl:18])=[CH:14][C:13]=2[F:19])=[C:6]([CH:9]=1)[CH:7]=[O:8].[CH3:20][Mg]Br.[Cl-].[NH4+]. Product: [Cl:1][C:2]1[CH:3]=[CH:4][C:5]([O:10][CH2:11][C:12]2[CH:17]=[CH:16][C:15]([Cl:18])=[CH:14][C:13]=2[F:19])=[C:6]([CH:7]([OH:8])[CH3:20])[CH:9]=1. The catalyst class is: 280. (6) Product: [CH3:20][C:21]1[N:25]([C:26]2[CH:31]=[CH:30][C:29]([C:32]([F:33])([F:34])[F:35])=[CH:28][N:27]=2)[N:24]=[CH:23][C:22]=1[C:36]([NH:38][C:39]1[CH:44]=[C:43]([CH3:45])[C:42]([CH:46]2[CH2:51][CH2:50][N:49]([CH:3]3[CH2:2][O:1][CH2:4]3)[CH2:48][CH2:47]2)=[N:41][CH:40]=1)=[O:37]. Reactant: [O:1]1[CH2:4][C:3](=O)[CH2:2]1.C(O[BH-](OC(=O)C)OC(=O)C)(=O)C.[Na+].[CH3:20][C:21]1[N:25]([C:26]2[CH:31]=[CH:30][C:29]([C:32]([F:35])([F:34])[F:33])=[CH:28][N:27]=2)[N:24]=[CH:23][C:22]=1[C:36]([NH:38][C:39]1[CH:40]=[N:41][C:42]([CH:46]2[CH2:51][CH2:50][NH:49][CH2:48][CH2:47]2)=[C:43]([CH3:45])[CH:44]=1)=[O:37].O. The catalyst class is: 4. (7) Reactant: [F:1][C:2]1[CH:3]=[C:4]([N:9]2[CH2:13][C@H:12]([CH2:14][NH:15][C:16](=[O:18])[CH3:17])[O:11][C:10]2=[O:19])[CH:5]=[CH:6][C:7]=1[F:8].S(=O)(=O)(O)O.[N+:25]([O-])([OH:27])=[O:26]. Product: [F:8][C:7]1[C:2]([F:1])=[CH:3][C:4]([N:9]2[CH2:13][C@H:12]([CH2:14][NH:15][C:16](=[O:18])[CH3:17])[O:11][C:10]2=[O:19])=[C:5]([N+:25]([O-:27])=[O:26])[CH:6]=1. The catalyst class is: 4. (8) Reactant: Cl[C:2]1[N:6]([CH2:7][C:8]2[CH:13]=[CH:12][C:11]([O:14][CH3:15])=[CH:10][CH:9]=2)[C:5]2[C:16]([Cl:25])=[CH:17][CH:18]=[C:19]([CH:20]([CH2:23][CH3:24])[CH2:21][CH3:22])[C:4]=2[N:3]=1.CN1CCCC1=O.[Cl:33][C:34]1[CH:39]=[C:38]([Cl:40])[CH:37]=[C:36]([CH3:41])[C:35]=1[OH:42].C(=O)([O-])[O-].[K+].[K+]. Product: [Cl:25][C:16]1[C:5]2[N:6]([CH2:7][C:8]3[CH:9]=[CH:10][C:11]([O:14][CH3:15])=[CH:12][CH:13]=3)[C:2]([O:42][C:35]3[C:36]([CH3:41])=[CH:37][C:38]([Cl:40])=[CH:39][C:34]=3[Cl:33])=[N:3][C:4]=2[C:19]([CH:20]([CH2:23][CH3:24])[CH2:21][CH3:22])=[CH:18][CH:17]=1. The catalyst class is: 6.